Dataset: Full USPTO retrosynthesis dataset with 1.9M reactions from patents (1976-2016). Task: Predict the reactants needed to synthesize the given product. (1) Given the product [CH3:36][O:37][C:38](=[O:47])[C:39]1[CH:44]=[CH:43][C:42]([CH2:45][N:8]2[C:9]3[C:5](=[CH:4][C:3]([Cl:2])=[CH:11][CH:10]=3)[C:6]([CH3:18])=[C:7]2[C:12]2[CH:13]=[N:14][CH:15]=[CH:16][CH:17]=2)=[CH:41][CH:40]=1, predict the reactants needed to synthesize it. The reactants are: Cl.[Cl:2][C:3]1[CH:4]=[C:5]2[C:9](=[CH:10][CH:11]=1)[NH:8][C:7]([C:12]1[CH:13]=[N:14][CH:15]=[CH:16][CH:17]=1)=[C:6]2[CH3:18].C[Si]([N-][Si](C)(C)C)(C)C.[K+].C1(C)C=CC=CC=1.[CH3:36][O:37][C:38](=[O:47])[C:39]1[CH:44]=[CH:43][C:42]([CH2:45]Br)=[CH:41][CH:40]=1. (2) Given the product [F:41][C:42]([F:47])([F:46])[C:43]([OH:45])=[O:44].[N:34]1[C:33]2[O:36][CH2:37][CH2:38][O:39][C:32]=2[CH:31]=[C:30]([CH2:29][NH:21][CH:18]2[CH2:17][CH2:16][N:15]([CH2:14][CH2:13][N:8]3[C:9]4[C:4](=[CH:3][C:2]([F:1])=[C:11]([F:12])[CH:10]=4)[N:5]=[CH:6][C:7]3=[O:40])[CH2:20][CH2:19]2)[N:35]=1, predict the reactants needed to synthesize it. The reactants are: [F:1][C:2]1[CH:3]=[C:4]2[C:9](=[CH:10][C:11]=1[F:12])[N:8]([CH2:13][CH2:14][N:15]1[CH2:20][CH2:19][CH:18]([N:21]([CH2:29][C:30]3[N:35]=[N:34][C:33]4[O:36][CH2:37][CH2:38][O:39][C:32]=4[CH:31]=3)C(=O)OC(C)(C)C)[CH2:17][CH2:16]1)[C:7](=[O:40])[CH:6]=[N:5]2.[F:41][C:42]([F:47])([F:46])[C:43]([OH:45])=[O:44].